From a dataset of Reaction yield outcomes from USPTO patents with 853,638 reactions. Predict the reaction yield, written as a fraction of the theoretical maximum amount of product (1.0 means a 100% yield; for example, 0.34 means a 34% yield). (1) The reactants are [NH2:1][C:2]1[N:7]=[C:6]2[N:8]([CH2:20][CH3:21])[C:9]([C:11]([N:13]([CH:17]3[CH2:19][CH2:18]3)[CH:14]3[CH2:16][CH2:15]3)=[O:12])=[CH:10][C:5]2=[C:4]2[N:22]([CH3:25])[CH:23]=[N:24][C:3]=12.Br[C:27]1[S:28][CH:29]=[CH:30][N:31]=1.C1C=CC(P(C2C(C3C(P(C4C=CC=CC=4)C4C=CC=CC=4)=CC=C4C=3C=CC=C4)=C3C(C=CC=C3)=CC=2)C2C=CC=CC=2)=CC=1.CC(C)([O-])C.[Na+]. The catalyst is C1C=CC(/C=C/C(/C=C/C2C=CC=CC=2)=O)=CC=1.C1C=CC(/C=C/C(/C=C/C2C=CC=CC=2)=O)=CC=1.C1C=CC(/C=C/C(/C=C/C2C=CC=CC=2)=O)=CC=1.[Pd].[Pd].C1(C)C=CC=CC=1. The product is [CH:14]1([N:13]([CH:17]2[CH2:19][CH2:18]2)[C:11]([C:9]2[N:8]([CH2:20][CH3:21])[C:6]3=[N:7][C:2]([NH:1][C:27]4[S:28][CH:29]=[CH:30][N:31]=4)=[C:3]4[N:24]=[CH:23][N:22]([CH3:25])[C:4]4=[C:5]3[CH:10]=2)=[O:12])[CH2:16][CH2:15]1. The yield is 0.105. (2) The reactants are [C:1]([O:5][C:6](=[O:34])[CH2:7][O:8][C:9]1[C:18]2[CH2:17][CH2:16][CH2:15][C@@H:14]([NH:19][S:20]([C:23]3[CH:28]=[C:27]([C:29]([F:32])([F:31])[F:30])[CH:26]=[C:25]([Br:33])[CH:24]=3)(=[O:22])=[O:21])[C:13]=2[CH:12]=[CH:11][CH:10]=1)([CH3:4])([CH3:3])[CH3:2].[C:35](=O)([O-])[O-].[K+].[K+].CI. The catalyst is C(#N)C. The product is [C:1]([O:5][C:6](=[O:34])[CH2:7][O:8][C:9]1[C:18]2[CH2:17][CH2:16][CH2:15][C@@H:14]([N:19]([S:20]([C:23]3[CH:28]=[C:27]([C:29]([F:30])([F:31])[F:32])[CH:26]=[C:25]([Br:33])[CH:24]=3)(=[O:22])=[O:21])[CH3:35])[C:13]=2[CH:12]=[CH:11][CH:10]=1)([CH3:4])([CH3:2])[CH3:3]. The yield is 0.830.